From a dataset of Catalyst prediction with 721,799 reactions and 888 catalyst types from USPTO. Predict which catalyst facilitates the given reaction. Reactant: [Br-].[O:2]1[C:6]2[CH:7]=[CH:8][C:9]([CH2:11][P+](C3C=CC=CC=3)(C3C=CC=CC=3)C3C=CC=CC=3)=[CH:10][C:5]=2[O:4][CH2:3]1.[C:31]([C:35]1[CH:40]=[CH:39][C:38]([CH2:41][CH:42]([CH3:45])[CH:43]=O)=[CH:37][CH:36]=1)([CH3:34])([CH3:33])[CH3:32].CC(O)=O. Product: [C:31]([C:35]1[CH:36]=[CH:37][C:38]([CH2:41][CH:42]([CH3:45])[CH:43]=[CH:11][C:9]2[CH:8]=[CH:7][C:6]3[O:2][CH2:3][O:4][C:5]=3[CH:10]=2)=[CH:39][CH:40]=1)([CH3:34])([CH3:33])[CH3:32]. The catalyst class is: 1.